This data is from Forward reaction prediction with 1.9M reactions from USPTO patents (1976-2016). The task is: Predict the product of the given reaction. (1) The product is: [Cl:25][C:26]1[CH:27]=[C:28]([NH:29][C:12](=[O:13])[CH2:11][N:10]2[C:9]3[CH:15]=[CH:16][CH:17]=[CH:18][C:8]=3[N:7]=[C:6]2[CH2:5][C:4]2[CH:19]=[C:20]([O:23][CH3:24])[CH:21]=[CH:22][C:3]=2[O:2][CH3:1])[CH:30]=[C:31]([Cl:33])[CH:32]=1. Given the reactants [CH3:1][O:2][C:3]1[CH:22]=[CH:21][C:20]([O:23][CH3:24])=[CH:19][C:4]=1[CH2:5][C:6]1[N:10]([CH2:11][C:12](O)=[O:13])[C:9]2[CH:15]=[CH:16][CH:17]=[CH:18][C:8]=2[N:7]=1.[Cl:25][C:26]1[CH:27]=[C:28]([CH:30]=[C:31]([Cl:33])[CH:32]=1)[NH2:29].CN(C(ON1N=NC2C=CC=NC1=2)=[N+](C)C)C.F[P-](F)(F)(F)(F)F, predict the reaction product. (2) Given the reactants [OH-].[Na+].[CH3:3][C:4]1[N:5]([C:15]2[CH:20]=[CH:19][CH:18]=[C:17]([C:21]([F:24])([F:23])[F:22])[CH:16]=2)[C:6](=[O:14])[C:7]([C:10]([O:12]C)=[O:11])=[N:8][CH:9]=1.Cl, predict the reaction product. The product is: [CH3:3][C:4]1[N:5]([C:15]2[CH:20]=[CH:19][CH:18]=[C:17]([C:21]([F:24])([F:22])[F:23])[CH:16]=2)[C:6](=[O:14])[C:7]([C:10]([OH:12])=[O:11])=[N:8][CH:9]=1. (3) Given the reactants [Br:1][C:2]1[C:7]([F:8])=[CH:6][C:5]([OH:9])=[C:4]([F:10])[CH:3]=1.O[CH2:12][CH2:13][N:14]1[CH2:19][CH2:18][O:17][CH2:16][CH2:15]1, predict the reaction product. The product is: [Br:1][C:2]1[C:7]([F:8])=[CH:6][C:5]([O:9][CH2:12][CH2:13][N:14]2[CH2:19][CH2:18][O:17][CH2:16][CH2:15]2)=[C:4]([F:10])[CH:3]=1.